From a dataset of Catalyst prediction with 721,799 reactions and 888 catalyst types from USPTO. Predict which catalyst facilitates the given reaction. (1) The catalyst class is: 32. Product: [Cl:52][C:36]1[C:37]([NH:39][C:40]2[CH:45]=[CH:44][CH:43]=[CH:42][C:41]=2[S:46]([CH:49]([CH3:51])[CH3:50])(=[O:48])=[O:47])=[N:38][C:33]([NH:31][C:28]2[CH:29]=[CH:30][C:23]3[CH2:22][CH2:21][N:20]([CH2:19][CH2:18][O:17][CH3:16])[CH2:26][CH2:25][C:24]=3[CH:27]=2)=[N:34][CH:35]=1. Reactant: C12(CS(O)(=O)=O)C(C)(C)C(CC1)CC2=O.[CH3:16][O:17][CH2:18][CH2:19][N:20]1[CH2:26][CH2:25][C:24]2[CH:27]=[C:28]([NH2:31])[CH:29]=[CH:30][C:23]=2[CH2:22][CH2:21]1.Cl[C:33]1[N:38]=[C:37]([NH:39][C:40]2[CH:45]=[CH:44][CH:43]=[CH:42][C:41]=2[S:46]([CH:49]([CH3:51])[CH3:50])(=[O:48])=[O:47])[C:36]([Cl:52])=[CH:35][N:34]=1.C(=O)([O-])[O-]. (2) Product: [Br:16][C:11]1[C:7]([C:1]2[CH:2]=[CH:3][CH:4]=[CH:5][CH:6]=2)=[N:8][NH:9][C:10]=1[CH2:12][CH2:13][CH2:14][OH:15]. The catalyst class is: 168. Reactant: [C:1]1([C:7]2[CH:11]=[C:10]([CH2:12][CH2:13][CH2:14][OH:15])[NH:9][N:8]=2)[CH:6]=[CH:5][CH:4]=[CH:3][CH:2]=1.[Br:16]Br. (3) Reactant: [CH3:1][C:2]1[NH:11][C:10](=O)[C:9]2[C:4](=[CH:5][CH:6]=[CH:7][CH:8]=2)[N:3]=1.C(N(CC)C1C=CC=CC=1)C.O=P(Cl)(Cl)[Cl:26].[OH-].[Na+]. Product: [Cl:26][C:10]1[C:9]2[C:4](=[CH:5][CH:6]=[CH:7][CH:8]=2)[N:3]=[C:2]([CH3:1])[N:11]=1. The catalyst class is: 11. (4) Reactant: Cl.Cl.[NH2:3][C@H:4]1[CH2:9][CH2:8][C@H:7]([CH2:10][CH2:11][N:12]2[CH2:16][C@H:15]3[C:17]4[CH:18]=[C:19]([C:25]#[N:26])[CH:20]=[CH:21][C:22]=4[O:23][CH2:24][C@@H:14]3[CH2:13]2)[CH2:6][CH2:5]1.C(N(CC)CC)C.[C:34]([Cl:37])(=[O:36])[CH3:35].Cl. Product: [ClH:37].[C:25]([C:19]1[CH:20]=[CH:21][C:22]2[O:23][CH2:24][C@H:14]3[C@H:15]([C:17]=2[CH:18]=1)[CH2:16][N:12]([CH2:11][CH2:10][C@H:7]1[CH2:8][CH2:9][C@H:4]([NH:3][C:34](=[O:36])[CH3:35])[CH2:5][CH2:6]1)[CH2:13]3)#[N:26]. The catalyst class is: 429. (5) Reactant: [ClH:1].C([N:9]1[CH2:20][CH:19]2[CH2:21][CH:11]([CH2:12][C:13]3[CH:14]=[C:15]([CH2:22][CH3:23])[CH:16]=[CH:17][C:18]=32)[CH2:10]1)C1C=CC=CC=1.C([O-])=O.[NH4+]. Product: [ClH:1].[CH2:22]([C:15]1[CH:16]=[CH:17][C:18]2[N:9]3[CH2:10][CH:11]([CH2:12][C:13]=2[CH:14]=1)[CH2:21][CH2:19][CH2:20]3)[CH3:23]. The catalyst class is: 105. (6) Reactant: [NH2:1][C:2]1[C:3]([S:12]CC2C=CC=CC=2)=[C:4]([CH:9]=[CH:10][CH:11]=1)[C:5]([O:7][CH3:8])=[O:6].C(O)(=O)C.Cl.[N:25]([O-])=O.[Na+]. Product: [S:12]1[C:3]2[C:4]([C:5]([O:7][CH3:8])=[O:6])=[CH:9][CH:10]=[CH:11][C:2]=2[N:1]=[N:25]1. The catalyst class is: 6. (7) Reactant: [CH2:1]([N:3]([CH2:16][CH3:17])[C:4](=[O:15])[C:5]1[CH:10]=[CH:9][C:8](F)=[C:7]([N+:12]([O-:14])=[O:13])[CH:6]=1)[CH3:2].[CH:18]1([CH2:24][NH2:25])[CH2:23][CH2:22][CH2:21][CH2:20][CH2:19]1. Product: [CH:18]1([CH2:24][NH:25][C:8]2[CH:9]=[CH:10][C:5]([C:4]([N:3]([CH2:16][CH3:17])[CH2:1][CH3:2])=[O:15])=[CH:6][C:7]=2[N+:12]([O-:14])=[O:13])[CH2:23][CH2:22][CH2:21][CH2:20][CH2:19]1. The catalyst class is: 14. (8) Reactant: [N-:1]=[N+:2]=[N-:3].[Na+].Cl.C(N(CC)CC)C.[C:13]([C:15]1[CH:16]=[C:17]([C:27]([O:29][CH3:30])=[O:28])[CH:18]=[C:19]([C:21]2[CH:26]=[CH:25][CH:24]=[CH:23][CH:22]=2)[CH:20]=1)#[N:14].Cl. Product: [NH:1]1[C:13]([C:15]2[CH:16]=[C:17]([C:27]([O:29][CH3:30])=[O:28])[CH:18]=[C:19]([C:21]3[CH:26]=[CH:25][CH:24]=[CH:23][CH:22]=3)[CH:20]=2)=[N:14][N:3]=[N:2]1. The catalyst class is: 3.